This data is from Catalyst prediction with 721,799 reactions and 888 catalyst types from USPTO. The task is: Predict which catalyst facilitates the given reaction. (1) Reactant: [F:1][C:2]([F:13])([F:12])[C:3]1[CH:11]=[CH:10][C:6](C(O)=O)=[CH:5][N:4]=1.C1(P([N:28]=[N+:29]=[N-])(C2C=CC=CC=2)=O)C=CC=CC=1.C([N:33]([CH2:36]C)CC)C.[OH2:38]. Product: [F:13][C:2]([F:1])([F:12])[C:3]1[CH:11]=[C:10]([C:36]([N:33]=[N+:28]=[N-:29])=[O:38])[CH:6]=[CH:5][N:4]=1. The catalyst class is: 11. (2) Reactant: [C:1]([O:5][C:6]([N:8]1[CH2:13][CH2:12][CH2:11][CH2:10][C:9]1=O)=[O:7])([CH3:4])([CH3:3])[CH3:2].[NH2:15][C@H:16]([C:24]([NH2:26])=[O:25])[CH2:17][C:18]1[CH:23]=[CH:22][CH:21]=[CH:20][CH:19]=1. Product: [CH2:17]([CH:16]1[NH:15][C:11]2([CH2:12][CH2:13][N:8]([C:6]([O:5][C:1]([CH3:4])([CH3:3])[CH3:2])=[O:7])[CH2:9][CH2:10]2)[NH:26][C:24]1=[O:25])[C:18]1[CH:23]=[CH:22][CH:21]=[CH:20][CH:19]=1. The catalyst class is: 14. (3) Reactant: CC1(C)C(C)(C)OB([C:9]2[CH:10]=[CH:11][C:12]3[O:16][N:15]=[C:14]([N:17]([C:25]([O:27][C:28]([CH3:31])([CH3:30])[CH3:29])=[O:26])[C:18]([O:20][C:21]([CH3:24])([CH3:23])[CH3:22])=[O:19])[C:13]=3[CH:32]=2)O1.[OH:34]O. Product: [OH:34][C:9]1[CH:10]=[CH:11][C:12]2[O:16][N:15]=[C:14]([N:17]([C:25]([O:27][C:28]([CH3:29])([CH3:31])[CH3:30])=[O:26])[C:18]([O:20][C:21]([CH3:22])([CH3:23])[CH3:24])=[O:19])[C:13]=2[CH:32]=1. The catalyst class is: 7. (4) Reactant: [OH:1][C:2]1[CH:7]=[CH:6][C:5]([C:8](=[C:24]2[CH2:29][C:28]([CH3:31])([CH3:30])[CH2:27][C:26]([CH3:33])([CH3:32])[CH2:25]2)[C:9]2[CH:14]=[CH:13][C:12]([O:15][CH2:16][CH2:17][CH2:18][C:19]([O:21]CC)=[O:20])=[CH:11][CH:10]=2)=[CH:4][CH:3]=1.[OH-].[Na+].Cl. The catalyst class is: 242. Product: [OH:1][C:2]1[CH:7]=[CH:6][C:5]([C:8](=[C:24]2[CH2:29][C:28]([CH3:31])([CH3:30])[CH2:27][C:26]([CH3:33])([CH3:32])[CH2:25]2)[C:9]2[CH:14]=[CH:13][C:12]([O:15][CH2:16][CH2:17][CH2:18][C:19]([OH:21])=[O:20])=[CH:11][CH:10]=2)=[CH:4][CH:3]=1. (5) Reactant: [CH:1]1([C:4]2[O:8][N:7]=[C:6]([C@@H:9]3[CH2:11][C@H:10]3[C:12]([F:15])([F:14])[F:13])[C:5]=2[CH2:16]O)[CH2:3][CH2:2]1.C(N(CC)CC)C.CS([Cl:29])(=O)=O.O. Product: [Cl:29][CH2:16][C:5]1[C:6]([C@@H:9]2[CH2:11][C@H:10]2[C:12]([F:15])([F:14])[F:13])=[N:7][O:8][C:4]=1[CH:1]1[CH2:3][CH2:2]1. The catalyst class is: 4.